This data is from Forward reaction prediction with 1.9M reactions from USPTO patents (1976-2016). The task is: Predict the product of the given reaction. (1) Given the reactants C[O:2][C:3]1[CH:8]=[CH:7][C:6]([CH2:9][CH2:10][CH2:11][CH:12]2[CH2:16][N:15]([CH2:17][C:18]3[CH:23]=[CH:22][C:21]([CH3:24])=[CH:20][CH:19]=3)[C:14](=[O:25])[N:13]2[CH2:26][CH2:27][CH3:28])=[CH:5][CH:4]=1.B(Br)(Br)Br, predict the reaction product. The product is: [OH:2][C:3]1[CH:8]=[CH:7][C:6]([CH2:9][CH2:10][CH2:11][CH:12]2[CH2:16][N:15]([CH2:17][C:18]3[CH:19]=[CH:20][C:21]([CH3:24])=[CH:22][CH:23]=3)[C:14](=[O:25])[N:13]2[CH2:26][CH2:27][CH3:28])=[CH:5][CH:4]=1. (2) Given the reactants [O:1]([CH2:8][C:9]1[N:13]([CH2:14][C:15]2[CH:20]=[CH:19][C:18]([O:21][C:22]([F:25])([F:24])[F:23])=[CH:17][CH:16]=2)[C:12]2[CH:26]=[CH:27][C:28]([C:30]([OH:32])=O)=[CH:29][C:11]=2[N:10]=1)[C:2]1[CH:7]=[CH:6][CH:5]=[CH:4][CH:3]=1.CC(C)N=C=NC(C)C.[CH2:42]([NH2:45])[CH:43]=[CH2:44], predict the reaction product. The product is: [CH2:42]([NH:45][C:30]([C:28]1[CH:27]=[CH:26][C:12]2[N:13]([CH2:14][C:15]3[CH:20]=[CH:19][C:18]([O:21][C:22]([F:25])([F:24])[F:23])=[CH:17][CH:16]=3)[C:9]([CH2:8][O:1][C:2]3[CH:7]=[CH:6][CH:5]=[CH:4][CH:3]=3)=[N:10][C:11]=2[CH:29]=1)=[O:32])[CH:43]=[CH2:44]. (3) Given the reactants Cl.[NH2:2][CH2:3][CH2:4][CH2:5][C:6]([O:8][CH2:9][CH3:10])=[O:7].C(N(C(C)C)CC)(C)C.Cl[C:21]1[O:22][C:23]2[C:24](=[C:26]([C:38]#[N:39])[C:27]([CH3:37])=[C:28]([C:31]3[CH:36]=[CH:35][CH:34]=[CH:33][CH:32]=3)[C:29]=2[F:30])[N:25]=1, predict the reaction product. The product is: [C:38]([C:26]1[C:24]2[N:25]=[C:21]([NH:2][CH2:3][CH2:4][CH2:5][C:6]([O:8][CH2:9][CH3:10])=[O:7])[O:22][C:23]=2[C:29]([F:30])=[C:28]([C:31]2[CH:32]=[CH:33][CH:34]=[CH:35][CH:36]=2)[C:27]=1[CH3:37])#[N:39]. (4) Given the reactants Cl.[NH2:2][OH:3].C([O-])([O-])=O.[Na+].[Na+].[Cl:10][C:11]1[CH:12]=[C:13]([C:17]2[N:21]3[N:22]=[C:23]([NH:26][CH:27]4[CH2:32][CH2:31][C:30](=O)[CH2:29][CH2:28]4)[CH:24]=[CH:25][C:20]3=[N:19][CH:18]=2)[CH:14]=[CH:15][CH:16]=1, predict the reaction product. The product is: [Cl:10][C:11]1[CH:12]=[C:13]([C:17]2[N:21]3[N:22]=[C:23]([NH:26][CH:27]4[CH2:32][CH2:31][C:30](=[N:2][OH:3])[CH2:29][CH2:28]4)[CH:24]=[CH:25][C:20]3=[N:19][CH:18]=2)[CH:14]=[CH:15][CH:16]=1. (5) Given the reactants Br[C:2]1[CH:15]=[CH:14][C:5]([C:6]([NH:8][CH2:9][C:10]([F:13])([F:12])[F:11])=[O:7])=[C:4]([CH3:16])[CH:3]=1.C([Li])CCC.CN(C)[CH:24]=[O:25].Cl, predict the reaction product. The product is: [CH:24]([C:2]1[CH:15]=[CH:14][C:5]([C:6]([NH:8][CH2:9][C:10]([F:13])([F:12])[F:11])=[O:7])=[C:4]([CH3:16])[CH:3]=1)=[O:25]. (6) Given the reactants [OH:1][C:2]1[C:10]([CH3:11])=[CH:9][C:5]([C:6]([OH:8])=[O:7])=[CH:4][C:3]=1[CH3:12].[C:13](OC(=O)C)(=[O:15])[CH3:14], predict the reaction product. The product is: [C:13]([O:1][C:2]1[C:3]([CH3:12])=[CH:4][C:5]([C:6]([OH:8])=[O:7])=[CH:9][C:10]=1[CH3:11])(=[O:15])[CH3:14]. (7) Given the reactants [NH2:1][N:2]1[CH:6]=[CH:5][N:4]=[C:3]1[C:7]([O:9][CH2:10][CH3:11])=[O:8].[C:12](O[C:12]([O:14][C:15]([CH3:18])([CH3:17])[CH3:16])=[O:13])([O:14][C:15]([CH3:18])([CH3:17])[CH3:16])=[O:13], predict the reaction product. The product is: [C:15]([O:14][C:12]([NH:1][N:2]1[CH:6]=[CH:5][N:4]=[C:3]1[C:7]([O:9][CH2:10][CH3:11])=[O:8])=[O:13])([CH3:18])([CH3:17])[CH3:16]. (8) Given the reactants Br[C:2]1[CH:14]=[CH:13][C:5]2[S:6][C:7]([C:10](=[O:12])[CH3:11])=[C:8]([CH3:9])[C:4]=2[CH:3]=1.[C:15]1([OH:21])[CH:20]=[CH:19][CH:18]=[CH:17][CH:16]=1.[O-]P([O-])([O-])=O.[K+].[K+].[K+].C(P(C(C)(C)C)C1C=CC=CC=1C1C=CC=CC=1)(C)(C)C, predict the reaction product. The product is: [CH3:9][C:8]1[C:4]2[CH:3]=[C:2]([O:21][C:15]3[CH:20]=[CH:19][CH:18]=[CH:17][CH:16]=3)[CH:14]=[CH:13][C:5]=2[S:6][C:7]=1[C:10](=[O:12])[CH3:11].